Dataset: CYP2D6 inhibition data for predicting drug metabolism from PubChem BioAssay. Task: Regression/Classification. Given a drug SMILES string, predict its absorption, distribution, metabolism, or excretion properties. Task type varies by dataset: regression for continuous measurements (e.g., permeability, clearance, half-life) or binary classification for categorical outcomes (e.g., BBB penetration, CYP inhibition). Dataset: cyp2d6_veith. (1) The drug is COCCn1c(=O)c(C)nc2cnc(Nc3ccccc3)nc21. The result is 0 (non-inhibitor). (2) The drug is Cc1ccc2cn[nH]c2c1NC(=S)NC(=O)c1ccccc1. The result is 0 (non-inhibitor). (3) The compound is CC(C)Cn1c(C(C)C)nc([N+](=O)[O-])c1S(=O)(=O)c1ccc(F)cc1. The result is 0 (non-inhibitor). (4) The drug is O=c1cnc2cnc(Oc3ccccc3)nc2n1CCc1ccccc1. The result is 0 (non-inhibitor). (5) The drug is Cn1c(CN2CCCC2)nc2cc(NC(=O)C3CCCCC3)ccc21. The result is 0 (non-inhibitor). (6) The compound is CC(=O)Nc1ccc(NC(=O)C2CCN(S(=O)(=O)c3cccc4nonc34)CC2)cc1. The result is 0 (non-inhibitor). (7) The molecule is NC(N)=NC(N)=Nc1ccc(C(=O)O)cc1. The result is 0 (non-inhibitor).